Dataset: CYP2D6 inhibition data for predicting drug metabolism from PubChem BioAssay. Task: Regression/Classification. Given a drug SMILES string, predict its absorption, distribution, metabolism, or excretion properties. Task type varies by dataset: regression for continuous measurements (e.g., permeability, clearance, half-life) or binary classification for categorical outcomes (e.g., BBB penetration, CYP inhibition). Dataset: cyp2d6_veith. (1) The molecule is COc1ccc(Oc2ncc3nc(-c4ccccc4)c(=O)n(C[C@H]4CCCO4)c3n2)cc1. The result is 0 (non-inhibitor). (2) The compound is NC[C@H](CP(=O)(O)O)c1ccc(Cl)cc1. The result is 0 (non-inhibitor). (3) The compound is CC(C)CN1CCCC2(CCN(C(=O)c3ccco3)CC2)C1. The result is 0 (non-inhibitor). (4) The result is 0 (non-inhibitor). The compound is COc1cc2ccccc2cc1C(=O)Nc1ccc(S(=O)(=O)Nc2cc(C)on2)cc1. (5) The drug is O=C(c1ccco1)N1CCC2(CC1)CN(C(c1ccccc1)c1ccccc1)C2. The result is 1 (inhibitor). (6) The drug is CCOC(=O)C(C(=O)N(C)C)c1ncc(C(F)(F)F)cc1Cl. The result is 0 (non-inhibitor). (7) The compound is c1cncc(CNc2nc(-c3ccoc3)nc3ccccc23)c1. The result is 1 (inhibitor).